Dataset: Catalyst prediction with 721,799 reactions and 888 catalyst types from USPTO. Task: Predict which catalyst facilitates the given reaction. (1) Reactant: [SH:1][C:2]1[N:6]([CH2:7][C:8]([O:10][C:11]([CH3:14])([CH3:13])[CH3:12])=[O:9])[C:5]2[CH:15]=[CH:16][CH:17]=[CH:18][C:4]=2[N:3]=1.Br[CH2:20][C:21]1[CH:26]=[CH:25][CH:24]=[CH:23][CH:22]=1.[C:27]([O-])([O-])=O.[K+].[K+]. Product: [C:11]([O:10][C:8](=[O:9])[CH2:7][N:6]1[C:5]2[CH:15]=[CH:16][CH:17]=[CH:18][C:4]=2[N:3]=[C:2]1[S:1][CH:20]([C:21]1[CH:26]=[CH:25][CH:24]=[CH:23][CH:22]=1)[CH3:27])([CH3:13])([CH3:14])[CH3:12]. The catalyst class is: 21. (2) Product: [CH2:18]([O:1][C:2]1[CH:3]=[C:4]([CH:8]=[CH:9][C:10]=1[CH3:11])[C:5]([O:7][CH2:5][C:4]1[CH:8]=[CH:9][CH:10]=[CH:2][CH:3]=1)=[O:6])[C:19]1[CH:24]=[CH:23][CH:22]=[CH:21][CH:20]=1. Reactant: [OH:1][C:2]1[CH:3]=[C:4]([CH:8]=[CH:9][C:10]=1[CH3:11])[C:5]([OH:7])=[O:6].C(=O)([O-])[O-].[K+].[K+].[CH2:18](Br)[C:19]1[CH:24]=[CH:23][CH:22]=[CH:21][CH:20]=1.O. The catalyst class is: 3. (3) Product: [CH3:1][O:2][C:3]1[CH:8]=[CH:7][CH:6]=[CH:5][C:4]=1[N:9]1[CH2:10][CH2:11][N:12]([CH2:15][CH2:16][C:17]([NH:19][NH:20][C:28]([NH:27][C:21]2[CH:26]=[CH:25][CH:24]=[CH:23][CH:22]=2)=[O:29])=[O:18])[CH2:13][CH2:14]1. Reactant: [CH3:1][O:2][C:3]1[CH:8]=[CH:7][CH:6]=[CH:5][C:4]=1[N:9]1[CH2:14][CH2:13][N:12]([CH2:15][CH2:16][C:17]([NH:19][NH2:20])=[O:18])[CH2:11][CH2:10]1.[C:21]1([N:27]=[C:28]=[O:29])[CH:26]=[CH:25][CH:24]=[CH:23][CH:22]=1. The catalyst class is: 11. (4) Reactant: [N:1]1([C:5]([C:7]2[CH:8]=[C:9]([Cl:37])[C:10]([O:13][C:14]3[CH:19]=[C:18]([C:20]4[NH:21][C:22]([C:25]5[O:26][C@@H:27]([CH3:30])[CH2:28][N:29]=5)=[CH:23][CH:24]=4)[CH:17]=[C:16]([O:31][C@@H:32]([CH3:36])[CH2:33][O:34]C)[CH:15]=3)=[N:11][CH:12]=2)=[O:6])[CH2:4][CH2:3][CH2:2]1.B(Br)(Br)Br.[Cl-].[NH4+]. Product: [N:1]1([C:5]([C:7]2[CH:8]=[C:9]([Cl:37])[C:10]([O:13][C:14]3[CH:15]=[C:16]([CH:17]=[C:18]([C:20]4[NH:21][C:22]([C:25]5[O:26][C@@H:27]([CH3:30])[CH2:28][N:29]=5)=[CH:23][CH:24]=4)[CH:19]=3)[O:31][C@@H:32]([CH3:36])[CH2:33][OH:34])=[N:11][CH:12]=2)=[O:6])[CH2:2][CH2:3][CH2:4]1. The catalyst class is: 4. (5) The catalyst class is: 8. Reactant: [CH2:1]([CH2:3][NH2:4])[OH:2].C([O:7][C:8](=O)[C:9]([C:11]1[CH:19]=[CH:18][C:14]2[O:15][CH2:16][O:17][C:13]=2[CH:12]=1)=[O:10])C. Product: [O:15]1[C:14]2[CH:18]=[CH:19][C:11]([C:9](=[O:10])[C:8]([NH:4][CH2:3][CH2:1][OH:2])=[O:7])=[CH:12][C:13]=2[O:17][CH2:16]1.